This data is from Full USPTO retrosynthesis dataset with 1.9M reactions from patents (1976-2016). The task is: Predict the reactants needed to synthesize the given product. (1) Given the product [F:1][C:2]([F:18])([CH:7]([OH:12])[CH2:8][CH:9]([CH3:11])[CH3:10])[C:3]([O:5][CH2:6][CH3:19])=[O:4], predict the reactants needed to synthesize it. The reactants are: [F:1][C:2]([F:18])([CH:7]([O:12]C(=O)C(C)=C)[CH2:8][CH:9]([CH3:11])[CH3:10])[C:3]([O:5][CH3:6])=[O:4].[CH2:19](O)C.C1C=CC=CC=1. (2) Given the product [OH:19][C:8]1[CH:9]=[C:10]([O:11][CH3:12])[C:3]([O:2][CH3:1])=[CH:4][C:5]=1[CH:6]=[O:7], predict the reactants needed to synthesize it. The reactants are: [CH3:1][O:2][C:3]1[CH:4]=[C:5]([CH:8]=[C:9](OC)[C:10]=1[O:11][CH3:12])[CH:6]=[O:7].B(Br)(Br)Br.[OH2:19]. (3) Given the product [C:1]([O:5][C:6]([N:8]1[CH2:14][CH2:13][C:12]2[C:15]([NH:20][CH2:21][C:22]3[CH:27]=[CH:26][C:25]([C:28](=[O:29])[NH:36][CH3:34])=[CH:24][CH:23]=3)=[C:16]([Cl:19])[CH:17]=[CH:18][C:11]=2[CH2:10][CH2:9]1)=[O:7])([CH3:4])([CH3:3])[CH3:2], predict the reactants needed to synthesize it. The reactants are: [C:1]([O:5][C:6]([N:8]1[CH2:14][CH2:13][C:12]2[C:15]([NH:20][CH2:21][C:22]3[CH:27]=[CH:26][C:25]([C:28](O)=[O:29])=[CH:24][CH:23]=3)=[C:16]([Cl:19])[CH:17]=[CH:18][C:11]=2[CH2:10][CH2:9]1)=[O:7])([CH3:4])([CH3:3])[CH3:2].Cl.CN.[CH2:34]([N:36](CC)CC)C.CN(C(ON1N=NC2C=CC=NC1=2)=[N+](C)C)C.F[P-](F)(F)(F)(F)F. (4) Given the product [CH3:20][C:15]1[N:14]([C:9]2[N:8]=[C:7]([CH2:6][CH2:5][C:4]3[CH:3]=[C:2]([NH:38][CH:35]4[CH2:34][CH2:33][N:32]([C:25]([O:27][C:28]([CH3:31])([CH3:30])[CH3:29])=[O:26])[CH2:37][CH2:36]4)[CH:23]=[C:22]([F:24])[CH:21]=3)[CH:12]=[C:11]([CH3:13])[CH:10]=2)[C:18]([CH3:19])=[CH:17][CH:16]=1, predict the reactants needed to synthesize it. The reactants are: Br[C:2]1[CH:3]=[C:4]([CH:21]=[C:22]([F:24])[CH:23]=1)[CH2:5][CH2:6][C:7]1[CH:12]=[C:11]([CH3:13])[CH:10]=[C:9]([N:14]2[C:18]([CH3:19])=[CH:17][CH:16]=[C:15]2[CH3:20])[N:8]=1.[C:25]([N:32]1[CH2:37][CH2:36][CH:35]([NH2:38])[CH2:34][CH2:33]1)([O:27][C:28]([CH3:31])([CH3:30])[CH3:29])=[O:26]. (5) The reactants are: Cl[C:2]1[N:7]=[C:6]([CH2:8][CH2:9][C:10]2[CH:15]=[CH:14][CH:13]=[CH:12][C:11]=2[C:16]2([C:19]([NH2:21])=[O:20])[CH2:18][CH2:17]2)[C:5]([Cl:22])=[CH:4][N:3]=1.[CH3:23][N:24]1[CH2:28][CH2:27][CH:26]([N:29]2[CH:33]=[C:32]([NH2:34])[CH:31]=[N:30]2)[CH2:25]1.CC1C=CC(S(O)(=O)=O)=CC=1. Given the product [Cl:22][C:5]1[C:6]([CH2:8][CH2:9][C:10]2[CH:15]=[CH:14][CH:13]=[CH:12][C:11]=2[C:16]2([C:19]([NH2:21])=[O:20])[CH2:18][CH2:17]2)=[N:7][C:2]([NH:34][C:32]2[CH:31]=[N:30][N:29]([CH:26]3[CH2:27][CH2:28][N:24]([CH3:23])[CH2:25]3)[CH:33]=2)=[N:3][CH:4]=1, predict the reactants needed to synthesize it. (6) Given the product [CH3:1][C:2]1[N:3]=[C:4]([C:12]2[CH:17]=[CH:16][CH:15]=[C:14]([C:18]([F:21])([F:19])[F:20])[CH:13]=2)[N:5]2[C:10]=1[CH:9]=[N:8][C:7]([NH:11][C:23]1[CH:28]=[CH:27][C:26]([NH:29][C:30](=[O:32])[CH3:31])=[CH:25][CH:24]=1)=[N:6]2, predict the reactants needed to synthesize it. The reactants are: [CH3:1][C:2]1[N:3]=[C:4]([C:12]2[CH:17]=[CH:16][CH:15]=[C:14]([C:18]([F:21])([F:20])[F:19])[CH:13]=2)[N:5]2[C:10]=1[CH:9]=[N:8][C:7]([NH2:11])=[N:6]2.Br[C:23]1[CH:28]=[CH:27][C:26]([NH:29][C:30](=[O:32])[CH3:31])=[CH:25][CH:24]=1.C(P(C(C)(C)C)C1C=CC=CC=1C1C=CC=CC=1)(C)(C)C.CC([O-])(C)C.[Na+].